From a dataset of Catalyst prediction with 721,799 reactions and 888 catalyst types from USPTO. Predict which catalyst facilitates the given reaction. (1) Reactant: [ClH:1].[CH3:2][CH:3]([C:5]1[NH:9][C:8]2[CH2:10][CH2:11][CH2:12][C:13](=[O:14])[C:7]=2[N:6]=1)[CH3:4].[Br-].[CH3:16][CH:17]1[CH2:21][CH2:20][CH2:19]O1.[ClH:22].C[CH:24](O)[CH3:25]. Product: [ClH:1].[Cl:1][C:20]1[CH:21]=[C:17]([CH2:16][N:6]2[C:7]3[C:13](=[O:14])[CH2:12][CH2:11][CH2:10][C:8]=3[N:9]=[C:5]2[CH:3]([CH3:2])[CH3:4])[CH:24]=[CH:25][C:19]=1[Cl:22]. The catalyst class is: 596. (2) Reactant: [Cl:1][C:2]1[CH:3]=[C:4]([NH:9][C:10]2[C:19]3[C:14](=[CH:15][C:16]([O:23][CH3:24])=[C:17]([N+:20]([O-])=O)[CH:18]=3)[N:13]=[CH:12][N:11]=2)[CH:5]=[CH:6][C:7]=1[F:8]. Product: [Cl:1][C:2]1[CH:3]=[C:4]([NH:9][C:10]2[C:19]3[C:14](=[CH:15][C:16]([O:23][CH3:24])=[C:17]([NH2:20])[CH:18]=3)[N:13]=[CH:12][N:11]=2)[CH:5]=[CH:6][C:7]=1[F:8]. The catalyst class is: 814.